From a dataset of Forward reaction prediction with 1.9M reactions from USPTO patents (1976-2016). Predict the product of the given reaction. Given the reactants [OH:1][C:2]1[CH:9]=[CH:8][C:5]([CH:6]=[O:7])=[CH:4][CH:3]=1.[CH3:10][C:11]1[CH:18]=[CH:17][CH:16]=[CH:15][C:12]=1[CH2:13]Br.C(=O)([O-])[O-].[Cs+].[Cs+].O, predict the reaction product. The product is: [CH3:10][C:11]1[CH:18]=[CH:17][CH:16]=[CH:15][C:12]=1[CH2:13][O:1][C:2]1[CH:9]=[CH:8][C:5]([CH:6]=[O:7])=[CH:4][CH:3]=1.